Task: Predict the reaction yield, written as a fraction of the theoretical maximum amount of product (1.0 means a 100% yield; for example, 0.34 means a 34% yield).. Dataset: Reaction yield outcomes from USPTO patents with 853,638 reactions (1) The reactants are [NH:1]1[CH2:4][CH2:3][C:2]1=[O:5].C([O-])([O-])=O.[K+].[K+].[C@@H]1(N)CCCC[C@H]1N.Br[C:21]1[CH:26]=[CH:25][C:24]([O:27][CH3:28])=[CH:23][CH:22]=1. The catalyst is [Cu]I.O1CCOCC1. The product is [CH3:28][O:27][C:24]1[CH:25]=[CH:26][C:21]([N:1]2[CH2:4][CH2:3][C:2]2=[O:5])=[CH:22][CH:23]=1. The yield is 0.590. (2) The reactants are [NH2:1][C:2]1[N:7]=[C:6]([O:8]C)[C:5]([C:10]([NH:12][CH2:13][CH:14]2[CH2:19][CH2:18][NH:17][CH2:16][CH2:15]2)=[O:11])=[CH:4][C:3]=1[Cl:20].Br[CH:22]([CH2:28][CH2:29][CH2:30][CH3:31])[C:23](OCC)=[O:24].[I-].[Na+].[CH2:34]([N:36](CC)CC)C. The catalyst is CN(C)C=O.O. The product is [NH2:1][C:2]1[NH:7][C:6](=[O:8])[C:5]([C:10]([NH:12][CH2:13][CH:14]2[CH2:19][CH2:18][N:17]([CH:22]([C:23]([NH:36][CH3:34])=[O:24])[CH2:28][CH2:29][CH2:30][CH3:31])[CH2:16][CH2:15]2)=[O:11])=[CH:4][C:3]=1[Cl:20]. The yield is 0.930. (3) The reactants are C(N(CC)CC)C.[OH:8][CH:9]1[CH2:14][CH2:13][S:12](=[O:16])(=[O:15])[CH2:11][CH2:10]1.[CH3:17][S:18](Cl)(=[O:20])=[O:19]. The catalyst is ClCCl.C(OCC)(=O)C. The product is [CH3:17][S:18]([O:8][CH:9]1[CH2:14][CH2:13][S:12](=[O:16])(=[O:15])[CH2:11][CH2:10]1)(=[O:20])=[O:19]. The yield is 0.950. (4) The reactants are C([O:4][CH2:5][C:6]1[C:11](B2OC(C)(C)C(C)(C)O2)=[CH:10][CH:9]=[CH:8][C:7]=1[N:21]1[CH2:29][C:28]2[C:23](=[CH:24][CH:25]=[C:26]([N:30]([CH2:32][CH3:33])[CH3:31])[CH:27]=2)[C:22]1=[O:34])(=O)C.Cl[C:36]1[CH:37]=[C:38]([NH:44][C:45]2[CH:54]=[C:48]3[CH2:49][N:50]([CH3:53])[CH2:51][CH2:52][N:47]3[N:46]=2)[C:39](=[O:43])[N:40]([CH3:42])[N:41]=1.C(=O)([O-])[O-].[Na+].[Na+].O.[OH-].[Li+]. The catalyst is C(OCC)(=O)C.O.O1CCOCC1.CN(C=O)C. The product is [CH2:32]([N:30]([CH3:31])[C:26]1[CH:27]=[C:28]2[C:23](=[CH:24][CH:25]=1)[C:22](=[O:34])[N:21]([C:7]1[CH:8]=[CH:9][CH:10]=[C:11]([C:36]3[CH:37]=[C:38]([NH:44][C:45]4[CH:54]=[C:48]5[CH2:49][N:50]([CH3:53])[CH2:51][CH2:52][N:47]5[N:46]=4)[C:39](=[O:43])[N:40]([CH3:42])[N:41]=3)[C:6]=1[CH2:5][OH:4])[CH2:29]2)[CH3:33]. The yield is 0.140. (5) The reactants are B(F)(F)F.CCOCC.[CH3:10][O:11][C:12]1[CH:13]=[C:14]([S:18][CH2:19][CH:20]=O)[CH:15]=[CH:16][CH:17]=1.C(=O)(O)[O-].[Na+]. The catalyst is ClCCl. The product is [CH3:10][O:11][C:12]1[CH:17]=[CH:16][C:15]2[CH:20]=[CH:19][S:18][C:14]=2[CH:13]=1. The yield is 0.610. (6) The reactants are FC1C=C(CN)C=NC=1.[N:10]1[CH:15]=[CH:14][CH:13]=[CH:12][C:11]=1[CH2:16][NH2:17].[CH2:18]([N:22]1[CH2:26][CH2:25][N:24]([C:27]2[S:28][C:29]([C:33](O)=[O:34])=[C:30]([CH3:32])[N:31]=2)[C:23]1=[O:36])[CH:19]([CH3:21])[CH3:20]. No catalyst specified. The product is [CH2:18]([N:22]1[CH2:26][CH2:25][N:24]([C:27]2[S:28][C:29]([C:33]([NH:17][CH2:16][C:11]3[CH:12]=[CH:13][CH:14]=[CH:15][N:10]=3)=[O:34])=[C:30]([CH3:32])[N:31]=2)[C:23]1=[O:36])[CH:19]([CH3:21])[CH3:20]. The yield is 0.460. (7) The reactants are [Br:1][C:2]1[CH:3]=C[C:5]2[NH:6][C:7]3[C:12]([S:13][C:14]=2[CH:15]=1)=[CH:11][C:10]([Br:16])=[CH:9][CH:8]=3.S(Cl)([Cl:20])(=O)=O.[CH:22]([Cl:25])(Cl)Cl. No catalyst specified. The product is [Br:1][C:2]1[CH:3]=[C:22]([Cl:25])[C:5]2[NH:6][C:7]3[C:12]([S:13][C:14]=2[CH:15]=1)=[CH:11][C:10]([Br:16])=[CH:9][C:8]=3[Cl:20]. The yield is 1.00.